This data is from Catalyst prediction with 721,799 reactions and 888 catalyst types from USPTO. The task is: Predict which catalyst facilitates the given reaction. The catalyst class is: 45. Reactant: C(OC([N:11]1[CH2:17][CH:16]=[CH:15][CH2:14][C@@H:13]([C:18]([OH:20])=[O:19])[CH2:12]1)=O)C1C=CC=CC=1.CO. Product: [NH:11]1[CH2:17][CH2:16][CH2:15][CH2:14][C@@H:13]([C:18]([OH:20])=[O:19])[CH2:12]1.